This data is from Reaction yield outcomes from USPTO patents with 853,638 reactions. The task is: Predict the reaction yield, written as a fraction of the theoretical maximum amount of product (1.0 means a 100% yield; for example, 0.34 means a 34% yield). The reactants are [CH3:1][N:2]1[CH2:7][C:6](=[O:8])[NH:5][C:4]2[CH:9]=[C:10]([C:13](OC)=[O:14])[CH:11]=[N:12][C:3]1=2.[H-].[Na+].[H-].[Al+3].[Li+].[H-].[H-].[H-].CO. The catalyst is O1CCCC1.O.C(OCC)(=O)C. The product is [OH:14][CH2:13][C:10]1[CH:11]=[N:12][C:3]2[N:2]([CH3:1])[CH2:7][C:6](=[O:8])[NH:5][C:4]=2[CH:9]=1. The yield is 0.950.